This data is from Experimentally validated miRNA-target interactions with 360,000+ pairs, plus equal number of negative samples. The task is: Binary Classification. Given a miRNA mature sequence and a target amino acid sequence, predict their likelihood of interaction. (1) The miRNA is mmu-miR-466f-3p with sequence CAUACACACACACAUACACAC. The protein sequence of the target gene is MSDLGSEELEEEGENDLGEYEGERNEVGERHGHGKARLPNGDTYEGSYEFGKRHGQGTYKFKNGARYTGDYVKNKKHGQGTFIYPDGSRYEGEWADDQRHGQGVYYYVNNDTYTGEWFNHQRHGQGTYLYAETGSKYVGTWVHGQQEGAAELIHLNHRYQGKFMNKNPVGPGKYVFDIGCEQHGEYRLTDTERGEEEEEEETLVNIVPKWKALNITELALWTPTLSEEQPPPEGQGQEEPQGLTGVGDPSEDIQAEGFEGELEPRGADEDVDTFRQESQENSYDIDQGNLNFDEEPSDLQ.... Result: 0 (no interaction). (2) The miRNA is hsa-miR-585-3p with sequence UGGGCGUAUCUGUAUGCUA. The protein sequence of the target gene is MEPEQMLEGQTQVAENPHSEYGLTDNVERIVENEKINAEKSSKQKVDLQSLPTRAYLDQTVVPILLQGLAVLAKERPPNPIEFLASYLLKNKAQFEDRN. Result: 0 (no interaction). (3) Result: 0 (no interaction). The miRNA is hsa-miR-3940-5p with sequence GUGGGUUGGGGCGGGCUCUG. The protein sequence of the target gene is MAAATLTSKLYSLLFRRTSTFALTIIVGVMFFERAFDQGADAIYDHINEGKLWKHIKHKYENK. (4) The miRNA is rno-miR-378a-5p with sequence CUCCUGACUCCAGGUCCUGUGU. The protein sequence of the target gene is MALLTAATRLLGAKNSSCLVLAARHASASSTNLKDVLSNLIPKEQARIKTFKQQHGKTVVGQITVDMMYGGMRGMKGLVYETSVLDPDEGIRFRGYSIPECQKMLPKAKGGEEPLPEGLFWLLVTGQMPTEEQVSWLSREWAKRAALPSHVVTMLDNFPTNLHPMSQLSAAITALNSESNFARAYAEGMNRAKYWELIYEDCMDLIAKLPCVAAKIYRNLYREGSSIGAIDSRLDWSHNFTNMLGYTDPQFTELMRLYLTIHSDHEGGNVSAHTSHLVGSALSDPYLSFAAAMNGLAGPL.... Result: 0 (no interaction). (5) The miRNA is hsa-miR-4804-3p with sequence UGCUUAACCUUGCCCUCGAAA. The protein sequence of the target gene is MQQPFNYPYPQIFWVDSSATSPWASPGSVFPCPASVPGRPGQRRPPPPPPPPPPPPTLLPSRPLPPLPPPSLKKKRDHNAGLCLLVMFFMVLVALVGLGLGMFQLFHLQKELTELRESASQRHTESSLEKQIGHPNLPSEKKELRKVAHLTGKPNSRSIPLEWEDTYGIALVSGVKYMKGSLVINDTGLYFVYSKVYFRGQYCNNQPLSHKVYTRNSRYPQDLVLMEGKMMNYCTTGQMWARSSYLGAVFNLTSADHLYVNVSELSLVNFEESKTFFGLYKL. Result: 0 (no interaction).